Dataset: Reaction yield outcomes from USPTO patents with 853,638 reactions. Task: Predict the reaction yield, written as a fraction of the theoretical maximum amount of product (1.0 means a 100% yield; for example, 0.34 means a 34% yield). (1) The reactants are Br[C:2]1[CH:3]=[C:4]([N:12]2[CH:16]=[CH:15][CH:14]=[N:13]2)[C:5]([N+:9]([O-:11])=[O:10])=[C:6]([NH2:8])[CH:7]=1.[N:17]1[CH:22]=[CH:21][CH:20]=[C:19](B(CC)CC)[CH:18]=1.C(=O)([O-])[O-].[Na+].[Na+]. The catalyst is C1COCC1.C(OCC)(=O)C. The product is [N+:9]([C:5]1[C:4]([N:12]2[CH:16]=[CH:15][CH:14]=[N:13]2)=[CH:3][C:2]([C:19]2[CH:18]=[N:17][CH:22]=[CH:21][CH:20]=2)=[CH:7][C:6]=1[NH2:8])([O-:11])=[O:10]. The yield is 0.600. (2) The reactants are [NH2:1][C:2]1[C:11]2[C:6](=[C:7](I)[C:8]([F:12])=[CH:9][CH:10]=2)[N:5]=[N:4][C:3]=1[C:14]([NH:16][CH2:17][CH2:18][CH3:19])=[O:15].[CH3:20][C:21]1[CH:26]=[CH:25][C:24]([F:27])=[CH:23][C:22]=1B(O)O. No catalyst specified. The product is [NH2:1][C:2]1[C:11]2[C:6](=[C:7]([C:26]3[CH:25]=[C:24]([F:27])[CH:23]=[CH:22][C:21]=3[CH3:20])[C:8]([F:12])=[CH:9][CH:10]=2)[N:5]=[N:4][C:3]=1[C:14]([NH:16][CH2:17][CH2:18][CH3:19])=[O:15]. The yield is 0.580. (3) The reactants are Cl[C:2]1[CH:7]=[CH:6][C:5]([N+:8]([O-:10])=[O:9])=[CH:4][N:3]=1.[C:11]([O:15][C:16]([N:18]1[CH2:22][CH2:21][C@H:20]([NH2:23])[CH2:19]1)=[O:17])([CH3:14])([CH3:13])[CH3:12].C(=O)([O-])[O-].[K+].[K+]. The catalyst is C(#N)C. The product is [C:11]([O:15][C:16]([N:18]1[CH2:22][CH2:21][C@H:20]([NH:23][C:2]2[CH:7]=[CH:6][C:5]([N+:8]([O-:10])=[O:9])=[CH:4][N:3]=2)[CH2:19]1)=[O:17])([CH3:14])([CH3:12])[CH3:13]. The yield is 0.786. (4) The reactants are Cl[C:2]1[C:11]2[C:6](=[CH:7][C:8]([S:12]([O:15][C:16]3[C:21]([F:22])=[C:20]([F:23])[C:19]([F:24])=[C:18]([F:25])[C:17]=3[F:26])(=[O:14])=[O:13])=[CH:9][CH:10]=2)[CH:5]=[CH:4][N:3]=1.[Cl:27][C:28]1[C:29]([F:39])=[CH:30][C:31]([O:37][CH3:38])=[C:32](B(O)O)[CH:33]=1.C(=O)([O-])[O-].[Na+].[Na+]. The catalyst is O1CCOCC1. The product is [Cl:27][C:28]1[C:29]([F:39])=[CH:30][C:31]([O:37][CH3:38])=[C:32]([C:2]2[C:11]3[C:6](=[CH:7][C:8]([S:12]([O:15][C:16]4[C:17]([F:26])=[C:18]([F:25])[C:19]([F:24])=[C:20]([F:23])[C:21]=4[F:22])(=[O:13])=[O:14])=[CH:9][CH:10]=3)[CH:5]=[CH:4][N:3]=2)[CH:33]=1. The yield is 0.628. (5) The reactants are C([O:8][CH2:9][C:10]([CH:13]1[O:26][CH2:25][C:24]2[C:23]3[C:18](=[CH:19][CH:20]=[CH:21][C:22]=3[CH3:27])[C:17](=[O:28])[NH:16][C:15]=2[CH2:14]1)([CH3:12])[CH3:11])C1C=CC=CC=1. The catalyst is [OH-].[OH-].[Pd+2].Cl.O1CCOCC1. The product is [OH:8][CH2:9][C:10]([CH:13]1[O:26][CH2:25][C:24]2[C:23]3[C:18](=[CH:19][CH:20]=[CH:21][C:22]=3[CH3:27])[C:17](=[O:28])[NH:16][C:15]=2[CH2:14]1)([CH3:11])[CH3:12]. The yield is 0.920. (6) The reactants are [CH3:1][N:2]1[CH:6]=[CH:5][CH:4]=[C:3]1[C:7]#[N:8].B(OC(C)C)(OC(C)C)OC(C)C.C([N-]C(C)C)(C)C.[Li+].Br[C:31]1[CH:36]=[CH:35][C:34]([C:37](=[O:39])[CH3:38])=[CH:33][CH:32]=1.C(=O)([O-])[O-].[Na+].[Na+]. The catalyst is O1CCCC1.C(COC)OC.O.C1C=CC([P]([Pd]([P](C2C=CC=CC=2)(C2C=CC=CC=2)C2C=CC=CC=2)([P](C2C=CC=CC=2)(C2C=CC=CC=2)C2C=CC=CC=2)[P](C2C=CC=CC=2)(C2C=CC=CC=2)C2C=CC=CC=2)(C2C=CC=CC=2)C2C=CC=CC=2)=CC=1. The product is [C:37]([C:34]1[CH:35]=[CH:36][C:31]([C:6]2[N:2]([CH3:1])[C:3]([C:7]#[N:8])=[CH:4][CH:5]=2)=[CH:32][CH:33]=1)(=[O:39])[CH3:38]. The yield is 0.550. (7) The reactants are C[N:2](C)/[CH:3]=[CH:4]/[C:5]([C:7]1[S:8][CH:9]=[CH:10][C:11]=1[NH:12][C:13](=[O:25])[CH2:14][C:15]1[C:24]2[C:19](=[CH:20][CH:21]=[CH:22][CH:23]=2)[CH:18]=[CH:17][CH:16]=1)=O.O.[NH2:28]N.C(O)(=O)C. The catalyst is C(O)C. The product is [NH:2]1[CH:3]=[CH:4][C:5]([C:7]2[S:8][CH:9]=[CH:10][C:11]=2[NH:12][C:13](=[O:25])[CH2:14][C:15]2[C:24]3[C:19](=[CH:20][CH:21]=[CH:22][CH:23]=3)[CH:18]=[CH:17][CH:16]=2)=[N:28]1. The yield is 0.300.